From a dataset of Full USPTO retrosynthesis dataset with 1.9M reactions from patents (1976-2016). Predict the reactants needed to synthesize the given product. Given the product [OH:2]/[N:1]=[C:3](/[C:5]1[CH:6]=[CH:7][C:8]([CH3:19])=[C:9]([NH:11][C:12](=[O:18])[O:13][C:14]([CH3:15])([CH3:16])[CH3:17])[CH:10]=1)\[NH2:4], predict the reactants needed to synthesize it. The reactants are: [NH2:1][OH:2].[C:3]([C:5]1[CH:6]=[CH:7][C:8]([CH3:19])=[C:9]([NH:11][C:12](=[O:18])[O:13][C:14]([CH3:17])([CH3:16])[CH3:15])[CH:10]=1)#[N:4].